Dataset: Full USPTO retrosynthesis dataset with 1.9M reactions from patents (1976-2016). Task: Predict the reactants needed to synthesize the given product. (1) Given the product [F:11][C:8]1[CH:7]=[CH:6][C:5]([CH:3]([OH:4])[CH:2]([NH:1][C:34](=[O:35])[CH2:33][CH2:32][C:26]2[CH:31]=[CH:30][CH:29]=[CH:28][CH:27]=2)[CH2:12][C:13]2[CH:18]=[CH:17][C:16]([O:19][C:20]3[CH:25]=[CH:24][CH:23]=[CH:22][CH:21]=3)=[CH:15][CH:14]=2)=[CH:10][CH:9]=1, predict the reactants needed to synthesize it. The reactants are: [NH2:1][CH:2]([CH2:12][C:13]1[CH:18]=[CH:17][C:16]([O:19][C:20]2[CH:25]=[CH:24][CH:23]=[CH:22][CH:21]=2)=[CH:15][CH:14]=1)[CH:3]([C:5]1[CH:10]=[CH:9][C:8]([F:11])=[CH:7][CH:6]=1)[OH:4].[C:26]1([CH2:32][CH2:33][C:34](Cl)=[O:35])[CH:31]=[CH:30][CH:29]=[CH:28][CH:27]=1.C(=O)([O-])O.[Na+]. (2) Given the product [Cl:16][C:17]1[N:22]=[CH:21][C:20]([C:14]#[C:13][C:10]2[CH:9]=[CH:8][C:7]([CH:5]([CH3:6])[C:4]([NH:3][CH2:1][CH3:2])=[O:15])=[CH:12][CH:11]=2)=[CH:19][N:18]=1, predict the reactants needed to synthesize it. The reactants are: [CH2:1]([NH:3][C:4](=[O:15])[CH:5]([C:7]1[CH:12]=[CH:11][C:10]([C:13]#[CH:14])=[CH:9][CH:8]=1)[CH3:6])[CH3:2].[Cl:16][C:17]1[N:22]=[CH:21][C:20](I)=[CH:19][N:18]=1.CCN(C(C)C)C(C)C. (3) Given the product [Cl:33][C:13]1[C:12]([O:11][C:6]2[N:5]=[C:4]3[S:3][C:2]([NH:1][C:36](=[O:37])[CH2:35][Cl:34])=[N:10][C:9]3=[CH:8][CH:7]=2)=[CH:17][C:16]([NH:18][C:19](=[O:31])[C:20]2[CH:25]=[CH:24][CH:23]=[C:22]([C:26]([C:29]#[N:30])([CH3:28])[CH3:27])[CH:21]=2)=[C:15]([F:32])[CH:14]=1, predict the reactants needed to synthesize it. The reactants are: [NH2:1][C:2]1[S:3][C:4]2[C:9]([N:10]=1)=[CH:8][CH:7]=[C:6]([O:11][C:12]1[C:13]([Cl:33])=[CH:14][C:15]([F:32])=[C:16]([NH:18][C:19](=[O:31])[C:20]3[CH:25]=[CH:24][CH:23]=[C:22]([C:26]([C:29]#[N:30])([CH3:28])[CH3:27])[CH:21]=3)[CH:17]=1)[N:5]=2.[Cl:34][CH2:35][C:36](Cl)=[O:37]. (4) Given the product [C:27]1([CH:28]=[CH:1][C:2]2[CH:7]=[CH:6][N:5]=[C:4]([C:8]3[CH:13]=[C:12]([CH:14]=[CH:21][C:20]4[CH:19]=[CH:18][CH:17]=[CH:26][CH:25]=4)[CH:11]=[CH:10][N:9]=3)[CH:3]=2)[CH:6]=[CH:7][CH:2]=[CH:3][CH:4]=1, predict the reactants needed to synthesize it. The reactants are: [CH3:1][C:2]1[CH:7]=[CH:6][N:5]=[C:4]([C:8]2[CH:13]=[C:12]([CH3:14])[CH:11]=[CH:10][N:9]=2)[CH:3]=1.C([C:17]1[CH:26]=[CH:25][C:20]([C:21](OC)=O)=[CH:19][CH:18]=1)=O.[C:27]([O-])(=O)[CH3:28].[K+].II. (5) Given the product [F:9][CH:10]([F:19])[C:11]([O:8][CH2:7][CH:2]1[CH2:1][O:6][C:4](=[O:5])[O:3]1)=[O:12], predict the reactants needed to synthesize it. The reactants are: [CH2:1]1[O:6][C:4](=[O:5])[O:3][CH:2]1[CH2:7][OH:8].[F:9][CH:10]([F:19])[C:11](O[C:11](=[O:12])[CH:10]([F:19])[F:9])=[O:12]. (6) Given the product [F:24][C:19]1[CH:20]=[CH:21][CH:22]=[CH:23][C:18]=1[C@@H:11]([N:12]1[CH2:17][CH2:16][CH2:15][CH2:14][CH2:13]1)[C:10]([OH:25])=[O:9], predict the reactants needed to synthesize it. The reactants are: C1([C@@H]([O:9][C:10](=[O:25])[C@@H:11]([C:18]2[CH:23]=[CH:22][CH:21]=[CH:20][C:19]=2[F:24])[N:12]2[CH2:17][CH2:16][CH2:15][CH2:14][CH2:13]2)C)C=CC=CC=1.